From a dataset of CYP2D6 inhibition data for predicting drug metabolism from PubChem BioAssay. Regression/Classification. Given a drug SMILES string, predict its absorption, distribution, metabolism, or excretion properties. Task type varies by dataset: regression for continuous measurements (e.g., permeability, clearance, half-life) or binary classification for categorical outcomes (e.g., BBB penetration, CYP inhibition). Dataset: cyp2d6_veith. (1) The molecule is COc1ncc2nc(-c3ccc(Cl)cc3)c(=O)n(C)c2n1. The result is 0 (non-inhibitor). (2) The compound is Cc1cc(CNC(=O)[C@@H]2C[C@H]2[C@@H](NP(=O)(c2ccccc2)c2ccccc2)c2ccccc2)nn1C. The result is 0 (non-inhibitor). (3) The compound is Cl.Fc1ccccc1CCNCc1cccc(Cl)c1Cl. The result is 1 (inhibitor). (4) The drug is CCCNC(=O)c1c(C)cc(=O)oc1C. The result is 0 (non-inhibitor).